This data is from Catalyst prediction with 721,799 reactions and 888 catalyst types from USPTO. The task is: Predict which catalyst facilitates the given reaction. (1) Reactant: [Li+].[OH-].[CH3:3][N:4]1[C:8]([S:9]([CH3:12])(=[O:11])=[O:10])=[C:7]([C:13]([O:15]CC)=[O:14])[CH:6]=[N:5]1.Cl. Product: [CH3:3][N:4]1[C:8]([S:9]([CH3:12])(=[O:10])=[O:11])=[C:7]([C:13]([OH:15])=[O:14])[CH:6]=[N:5]1. The catalyst class is: 127. (2) Reactant: [O:1]=[C:2]1[CH2:7][CH2:6][CH2:5][CH2:4][CH:3]1[C:8]#[N:9].C(Cl)(Cl)[Cl:11]. Product: [ClH:11].[NH2:9][CH2:8][CH:3]1[CH2:4][CH2:5][CH2:6][CH2:7][CH:2]1[OH:1]. The catalyst class is: 867. (3) Reactant: [S:1]1[C:9]2[CH2:8][CH2:7][O:6][CH:5]([CH2:10][NH2:11])[C:4]=2[CH:3]=[CH:2]1.[CH3:12][C:13]([O:16][C:17](O[C:17]([O:16][C:13]([CH3:15])([CH3:14])[CH3:12])=[O:18])=[O:18])([CH3:15])[CH3:14]. Product: [S:1]1[C:9]2[CH2:8][CH2:7][O:6][CH:5]([CH2:10][NH:11][C:17](=[O:18])[O:16][C:13]([CH3:15])([CH3:14])[CH3:12])[C:4]=2[CH:3]=[CH:2]1. The catalyst class is: 251. (4) Reactant: [CH:1]1([O:4][C:5]2[CH:6]=[C:7]3[C:12](=[CH:13][CH:14]=2)[N:11]=[C:10]([C:15]([C:20]2[N:24](COCC[Si](C)(C)C)[N:23]=[N:22][CH:21]=2)([OH:19])[CH:16]([CH3:18])[CH3:17])[CH:9]=[CH:8]3)[CH2:3][CH2:2]1.[F-].[Cs+].CCCC[N+](CCCC)(CCCC)CCCC.[F-]. Product: [CH:1]1([O:4][C:5]2[CH:6]=[C:7]3[C:12](=[CH:13][CH:14]=2)[N:11]=[C:10]([C:15]([C:20]2[N:24]=[N:23][NH:22][CH:21]=2)([OH:19])[CH:16]([CH3:18])[CH3:17])[CH:9]=[CH:8]3)[CH2:2][CH2:3]1. The catalyst class is: 1. (5) Reactant: [C:1]([CH:3]1[CH2:6][N:5]([C:7](=[O:31])[C@H:8]([NH:10][C:11]([C:13]2[C:21]3[C:16](=[N:17][CH:18]=[C:19](Br)[N:20]=3)[N:15]([CH2:23][O:24][CH2:25][CH2:26][Si:27]([CH3:30])([CH3:29])[CH3:28])[CH:14]=2)=[O:12])[CH3:9])[CH2:4]1)#[N:2].[Cl:32][C:33]1[CH:41]=[C:40]2[C:36]([C:37](B3OC(C)(C)C(C)(C)O3)=[CH:38][N:39]2C(OC(C)(C)C)=O)=[CH:35][CH:34]=1.C(=O)([O-])[O-].[Na+].[Na+]. Product: [C:1]([CH:3]1[CH2:6][N:5]([C:7](=[O:31])[C@H:8]([NH:10][C:11]([C:13]2[C:21]3[C:16](=[N:17][CH:18]=[C:19]([C:37]4[C:36]5[C:40](=[CH:41][C:33]([Cl:32])=[CH:34][CH:35]=5)[NH:39][CH:38]=4)[N:20]=3)[N:15]([CH2:23][O:24][CH2:25][CH2:26][Si:27]([CH3:30])([CH3:29])[CH3:28])[CH:14]=2)=[O:12])[CH3:9])[CH2:4]1)#[N:2]. The catalyst class is: 276.